From a dataset of Forward reaction prediction with 1.9M reactions from USPTO patents (1976-2016). Predict the product of the given reaction. (1) Given the reactants [B:1](Br)(Br)Br.[C:5]1([N:11]([C:44]2[CH:49]=[CH:48][CH:47]=[CH:46][CH:45]=2)[C:12]2[CH:17]=[C:16]([N:18]([C:25]3[CH:30]=[CH:29][CH:28]=[CH:27][CH:26]=3)[C:19]3[CH:24]=[CH:23][CH:22]=[CH:21][CH:20]=3)[CH:15]=[C:14]([N:31]([C:38]3[CH:43]=[CH:42][CH:41]=[CH:40][CH:39]=3)[C:32]3[CH:37]=[CH:36][CH:35]=[CH:34][CH:33]=3)[CH:13]=2)[CH:10]=[CH:9][CH:8]=[CH:7][CH:6]=1.C(C1C=CC=CC=1)(C)(C)C.C(N(CC)C(C)C)(C)C, predict the reaction product. The product is: [C:32]1([N:31]2[C:14]3[CH:13]=[C:12]([N:11]([C:44]4[CH:49]=[CH:48][CH:47]=[CH:46][CH:45]=4)[C:5]4[CH:10]=[CH:9][CH:8]=[CH:7][CH:6]=4)[CH:17]=[C:16]4[N:18]([C:19]5[CH:24]=[CH:23][CH:22]=[CH:21][CH:20]=5)[C:25]5[CH:30]=[CH:29][CH:28]=[CH:27][C:26]=5[B:1]([C:15]=34)[C:43]3[CH:42]=[CH:41][CH:40]=[CH:39][C:38]2=3)[CH:33]=[CH:34][CH:35]=[CH:36][CH:37]=1. (2) Given the reactants C1(CC(O)=O)CCCC1.[CH2:10]([O:14][C:15](=[O:28])[CH:16]([CH3:27])[NH:17][C:18](=[O:26])[CH2:19][C:20]1[CH:25]=[CH:24][CH:23]=[CH:22]C=1)[CH:11]([CH3:13])[CH3:12], predict the reaction product. The product is: [CH2:10]([O:14][C:15](=[O:28])[C@H:16]([CH3:27])[NH:17][C:18](=[O:26])[CH2:19][CH:20]1[CH2:25][CH2:24][CH2:23][CH2:22]1)[CH:11]([CH3:12])[CH3:13]. (3) Given the reactants [CH3:1][O:2][C:3]([C:5]1[CH:6]=[C:7]([N+:22]([O-])=O)[C:8]([N:11]2[CH2:16][CH2:15][S:14][CH2:13][CH:12]2[C:17](OCC)=[O:18])=[N:9][CH:10]=1)=[O:4].P(OC1C=CC=CC=1)(OC1C=CC=CC=1)OC1C=CC=CC=1.[H][H], predict the reaction product. The product is: [O:18]=[C:17]1[NH:22][C:7]2[CH:6]=[C:5]([C:3]([O:2][CH3:1])=[O:4])[CH:10]=[N:9][C:8]=2[N:11]2[CH2:16][CH2:15][S:14][CH2:13][CH:12]12. (4) Given the reactants Cl[C:2]1[CH:3]=[CH:4][C:5]([N+:9]([O-:11])=[O:10])=[C:6]([CH:8]=1)[NH2:7].[N:12]1([NH2:18])[CH2:17][CH2:16][O:15][CH2:14][CH2:13]1.C(=O)([O-])[O-].[K+].[K+].O, predict the reaction product. The product is: [N:12]1([NH:18][C:2]2[CH:3]=[CH:4][C:5]([N+:9]([O-:11])=[O:10])=[C:6]([NH2:7])[CH:8]=2)[CH2:17][CH2:16][O:15][CH2:14][CH2:13]1. (5) Given the reactants [F:1][C:2]([F:27])([F:26])[CH2:3][NH:4][C:5]([C:7]1([CH2:21][CH2:22][CH2:23][CH2:24]Br)[C:20]2[CH:19]=[CH:18][CH:17]=[CH:16][C:15]=2[O:14][C:13]2[C:8]1=[CH:9][CH:10]=[CH:11][CH:12]=2)=[O:6].[N:28]1([C:35]2[N:39]([CH3:40])[C:38]3[CH:41]=[CH:42][CH:43]=[CH:44][C:37]=3[N:36]=2)[CH2:34][CH2:33][CH2:32][NH:31][CH2:30][CH2:29]1, predict the reaction product. The product is: [F:1][C:2]([F:27])([F:26])[CH2:3][NH:4][C:5]([C:7]1([CH2:21][CH2:22][CH2:23][CH2:24][N:31]2[CH2:32][CH2:33][CH2:34][N:28]([C:35]3[N:39]([CH3:40])[C:38]4[CH:41]=[CH:42][CH:43]=[CH:44][C:37]=4[N:36]=3)[CH2:29][CH2:30]2)[C:20]2[CH:19]=[CH:18][CH:17]=[CH:16][C:15]=2[O:14][C:13]2[C:8]1=[CH:9][CH:10]=[CH:11][CH:12]=2)=[O:6]. (6) Given the reactants [N:1]12[CH2:8][CH2:7][C:4]([C:9]([C:16]3[S:17][CH:18]=[CH:19][CH:20]=3)([C:11]3[S:12][CH:13]=[CH:14][CH:15]=3)[OH:10])([CH2:5][CH2:6]1)[CH2:3][CH2:2]2.[C:21]1([O:27][CH2:28][CH2:29][CH2:30][Br:31])[CH:26]=[CH:25][CH:24]=[CH:23][CH:22]=1, predict the reaction product. The product is: [Br-:31].[OH:10][C:9]([C:16]1[S:17][CH:18]=[CH:19][CH:20]=1)([C:11]1[S:12][CH:13]=[CH:14][CH:15]=1)[C:4]12[CH2:5][CH2:6][N+:1]([CH2:30][CH2:29][CH2:28][O:27][C:21]3[CH:26]=[CH:25][CH:24]=[CH:23][CH:22]=3)([CH2:8][CH2:7]1)[CH2:2][CH2:3]2. (7) The product is: [NH:5]1[CH:6]=[CH:7][C:2](=[O:1])[C:3]2=[CH:15][CH:14]=[CH:13][N:4]12. Given the reactants [O:1]=[C:2]1[C:7](C(OCC)=O)=[CH:6][NH:5][N:4]2[CH:13]=[CH:14][CH:15]=[C:3]12.[Cl-].[Na+].O, predict the reaction product. (8) Given the reactants Br[CH2:2][C:3]1[C:24]([C:25]([F:28])([F:27])[F:26])=[CH:23][C:6]([C:7]([NH:9][CH2:10][C:11]2[CH:16]=[C:15]([Cl:17])[CH:14]=[CH:13][C:12]=2[S:18]([CH2:21][CH3:22])(=[O:20])=[O:19])=[O:8])=[CH:5][C:4]=1[Cl:29].[N:30]1(C(OC(C)(C)C)=O)[C:35]2([CH2:40][CH2:39][CH2:38][NH:37][CH2:36]2)[CH2:34][CH2:33][CH2:32][CH2:31]1, predict the reaction product. The product is: [Cl:29][C:4]1[CH:5]=[C:6]([CH:23]=[C:24]([C:25]([F:28])([F:26])[F:27])[C:3]=1[CH2:2][N:37]1[CH2:38][CH2:39][CH2:40][C:35]2([NH:30][CH2:31][CH2:32][CH2:33][CH2:34]2)[CH2:36]1)[C:7]([NH:9][CH2:10][C:11]1[CH:16]=[C:15]([Cl:17])[CH:14]=[CH:13][C:12]=1[S:18]([CH2:21][CH3:22])(=[O:19])=[O:20])=[O:8]. (9) Given the reactants C(P(C(C)(C)C)C1C=CC=CC=1C1C=CC=CC=1)(C)(C)C.CC(C)([O-])C.[Na+].[C:28]([O:32][C:33](=[O:60])[C:34]([S:37][C:38]1[S:39][CH:40]=[C:41]([CH2:43][CH2:44][N:45]([C:53]2[N:58]=[CH:57][C:56](Br)=[CH:55][N:54]=2)[CH2:46][CH2:47][CH2:48][CH2:49][CH2:50][CH2:51][CH3:52])[N:42]=1)([CH3:36])[CH3:35])([CH3:31])([CH3:30])[CH3:29].[NH:61]1[CH2:66][CH2:65][O:64][CH2:63][CH2:62]1, predict the reaction product. The product is: [C:28]([O:32][C:33](=[O:60])[C:34]([S:37][C:38]1[S:39][CH:40]=[C:41]([CH2:43][CH2:44][N:45]([CH2:46][CH2:47][CH2:48][CH2:49][CH2:50][CH2:51][CH3:52])[C:53]2[N:58]=[CH:57][C:56]([N:61]3[CH2:66][CH2:65][O:64][CH2:63][CH2:62]3)=[CH:55][N:54]=2)[N:42]=1)([CH3:36])[CH3:35])([CH3:31])([CH3:30])[CH3:29].